This data is from Reaction yield outcomes from USPTO patents with 853,638 reactions. The task is: Predict the reaction yield, written as a fraction of the theoretical maximum amount of product (1.0 means a 100% yield; for example, 0.34 means a 34% yield). (1) The yield is 0.300. The catalyst is C1(C)C=CC=CC=1.C(Cl)Cl.CC([O-])=O.CC([O-])=O.[Pd+2]. The product is [CH3:26][O:27][C:28]1[CH:29]=[CH:30][C:31]2[CH2:32][C@H:33]3[N:44]([C:51]4[CH:52]=[CH:53][C:48]([N+:45]([O-:47])=[O:46])=[CH:49][CH:50]=4)[CH2:43][CH2:42][C@@:39]4([C:40]=2[CH:41]=1)[C@H:34]3[CH2:35][CH2:36][CH2:37][CH2:38]4. The reactants are P(C(C)(C)C)(C(C)(C)C)C(C)(C)C.CCCCCC.O(C(C)(C)C)[Na].[CH3:26][O:27][C:28]1[CH:29]=[CH:30][C:31]2[CH2:32][C@H:33]3[NH:44][CH2:43][CH2:42][C@@:39]4([C:40]=2[CH:41]=1)[C@H:34]3[CH2:35][CH2:36][CH2:37][CH2:38]4.[N+:45]([C:48]1[CH:53]=[CH:52][C:51](Br)=[CH:50][CH:49]=1)([O-:47])=[O:46]. (2) The reactants are [Br:1][C:2]1[CH:11]=[CH:10][C:5]([C:6](OC)=[O:7])=[CH:4][C:3]=1[CH3:12].[H-].[Al+3].[Li+].[H-].[H-].[H-].Cl. The catalyst is C1COCC1. The product is [Br:1][C:2]1[CH:11]=[CH:10][C:5]([CH2:6][OH:7])=[CH:4][C:3]=1[CH3:12]. The yield is 0.970. (3) The reactants are C[O:2][C:3]1[C:8]([CH3:9])=[CH:7][C:6]([N+:10]([O-:12])=[O:11])=[C:5]([CH3:13])[N:4]=1. The catalyst is Cl. The product is [CH3:9][C:8]1[C:3]([OH:2])=[N:4][C:5]([CH3:13])=[C:6]([N+:10]([O-:12])=[O:11])[CH:7]=1. The yield is 0.940.